This data is from Peptide-MHC class II binding affinity with 134,281 pairs from IEDB. The task is: Regression. Given a peptide amino acid sequence and an MHC pseudo amino acid sequence, predict their binding affinity value. This is MHC class II binding data. (1) The peptide sequence is INELIASGSEKLASV. The MHC is DRB1_0802 with pseudo-sequence DRB1_0802. The binding affinity (normalized) is 0.469. (2) The peptide sequence is LIDDVIAILPVDELY. The MHC is HLA-DPA10201-DPB10501 with pseudo-sequence HLA-DPA10201-DPB10501. The binding affinity (normalized) is 0.260. (3) The peptide sequence is KLAFLVQTEPRMLLM. The MHC is DRB1_0405 with pseudo-sequence DRB1_0405. The binding affinity (normalized) is 0.693.